Dataset: Reaction yield outcomes from USPTO patents with 853,638 reactions. Task: Predict the reaction yield, written as a fraction of the theoretical maximum amount of product (1.0 means a 100% yield; for example, 0.34 means a 34% yield). (1) The reactants are [N:1]1[C:9]2[C:4](=[N:5][CH:6]=[CH:7][CH:8]=2)[S:3][C:2]=1[O:10][C:11]1[CH:16]=[CH:15][C:14]([CH2:17]O)=[CH:13][CH:12]=1.O=S(Cl)[Cl:21]. The catalyst is C(Cl)Cl. The product is [Cl:21][CH2:17][C:14]1[CH:15]=[CH:16][C:11]([O:10][C:2]2[S:3][C:4]3[C:9]([N:1]=2)=[CH:8][CH:7]=[CH:6][N:5]=3)=[CH:12][CH:13]=1. The yield is 0.920. (2) The reactants are [CH3:1][O:2][C:3]1[CH:4]=[C:5]2[C:10](=[CH:11][C:12]=1[O:13][CH3:14])[N:9]=[CH:8][N:7]=[C:6]2[S:15][C:16]1[CH:17]=[C:18]([CH:20]=[CH:21][CH:22]=1)[NH2:19].[CH:23]([C:26]1[O:30][N:29]=[C:28]([NH:31][C:32](=O)[O:33]C2C=CC=CC=2)[CH:27]=1)([CH3:25])[CH3:24]. No catalyst specified. The product is [CH3:1][O:2][C:3]1[CH:4]=[C:5]2[C:10](=[CH:11][C:12]=1[O:13][CH3:14])[N:9]=[CH:8][N:7]=[C:6]2[S:15][C:16]1[CH:17]=[C:18]([NH:19][C:32]([NH:31][C:28]2[CH:27]=[C:26]([CH:23]([CH3:25])[CH3:24])[O:30][N:29]=2)=[O:33])[CH:20]=[CH:21][CH:22]=1. The yield is 0.690. (3) The reactants are [C:1]([N:20]1[CH:24]=[C:23]([CH:25]([OH:28])[CH2:26][CH3:27])[N:22]=[CH:21]1)([C:14]1[CH:19]=[CH:18][CH:17]=[CH:16][CH:15]=1)([C:8]1[CH:13]=[CH:12][CH:11]=[CH:10][CH:9]=1)[C:2]1[CH:7]=[CH:6][CH:5]=[CH:4][CH:3]=1. The catalyst is O1CCOCC1.O=[Mn]=O. The product is [C:1]([N:20]1[CH:24]=[C:23]([C:25](=[O:28])[CH2:26][CH3:27])[N:22]=[CH:21]1)([C:14]1[CH:15]=[CH:16][CH:17]=[CH:18][CH:19]=1)([C:8]1[CH:9]=[CH:10][CH:11]=[CH:12][CH:13]=1)[C:2]1[CH:7]=[CH:6][CH:5]=[CH:4][CH:3]=1. The yield is 0.800. (4) The reactants are [CH3:1][C:2]1[C:7]([N+:8]([O-:10])=[O:9])=[C:6](O)[CH:5]=[CH:4][N:3]=1.P(Br)(Br)([Br:14])=O.ClCCl. The catalyst is C(Cl)(Cl)Cl. The product is [Br:14][C:6]1[CH:5]=[CH:4][N:3]=[C:2]([CH3:1])[C:7]=1[N+:8]([O-:10])=[O:9]. The yield is 0.497. (5) The reactants are [Br:1][C:2]1[CH:3]=[N:4][CH:5]=[CH:6][C:7]=1[NH2:8].[C:9](Cl)(Cl)=[S:10]. The catalyst is C1(C)C=CC=CC=1.CO.C(Cl)Cl. The product is [Br:1][C:2]1[CH:3]=[N:4][CH:5]=[CH:6][C:7]=1[N:8]=[C:9]=[S:10]. The yield is 0.570. (6) The reactants are [Br:1]N1C(=O)CCC1=O.C1(P(C2C=CC=CC=2)C2C=CC=CC=2)C=CC=CC=1.[CH3:28][C:29]([C:32]1[CH:37]=[CH:36][C:35]([CH2:38][O:39][CH2:40][CH2:41]O)=[CH:34][CH:33]=1)([CH3:31])[CH3:30]. The catalyst is C(Cl)Cl.[Al]. The product is [Br:1][CH2:41][CH2:40][O:39][CH2:38][C:35]1[CH:36]=[CH:37][C:32]([C:29]([CH3:31])([CH3:30])[CH3:28])=[CH:33][CH:34]=1. The yield is 0.120. (7) No catalyst specified. The product is [CH3:21][O:14][C:13]([C:8]1[CH:7]=[CH:6][C:5]2[C:10](=[CH:11][CH:12]=[C:3]([O:2][CH3:1])[CH:4]=2)[CH:9]=1)=[O:15]. The reactants are [CH3:1][O:2][C:3]1[CH:4]=[C:5]2[C:10](=[CH:11][CH:12]=1)[CH:9]=[C:8]([C:13]([OH:15])=[O:14])[CH:7]=[CH:6]2.S(=O)(=O)(O)O.[CH3:21]O. The yield is 0.940. (8) The reactants are [S:1]1[C:5]2[C:6]3[CH:12]=[N:11][NH:10][C:7]=3[CH:8]=[CH:9][C:4]=2[N:3]=[C:2]1[NH2:13].[Cl:14][CH:15]([C:19]1[CH:24]=[CH:23][CH:22]=[CH:21][CH:20]=1)[C:16](Cl)=[O:17].C(N([CH2:30][CH3:31])CC)C.[OH2:32]. The catalyst is O1CCCC1. The product is [Cl:14][CH:15]([C:19]1[CH:24]=[CH:23][CH:22]=[CH:21][CH:20]=1)[C:16]([NH:13][C:2]1[S:1][C:5]2[C:6]3[CH:12]=[N:11][N:10]([C:16](=[O:32])[CH:15]([Cl:14])[C:31]4[CH:30]=[CH:21][CH:20]=[CH:19][CH:24]=4)[C:7]=3[CH:8]=[CH:9][C:4]=2[N:3]=1)=[O:17]. The yield is 1.00. (9) The reactants are Cl[C:2]1[C:7]([Cl:8])=[N:6][CH:5]=[CH:4][N:3]=1.[CH3:9][C:10]1[N:15]=[C:14]([S:16][CH3:17])[CH:13]=[C:12]([Sn](CCCC)(CCCC)CCCC)[N:11]=1. The catalyst is C1(C)C=CC=CC=1.C1C=CC([P]([Pd]([P](C2C=CC=CC=2)(C2C=CC=CC=2)C2C=CC=CC=2)([P](C2C=CC=CC=2)(C2C=CC=CC=2)C2C=CC=CC=2)[P](C2C=CC=CC=2)(C2C=CC=CC=2)C2C=CC=CC=2)(C2C=CC=CC=2)C2C=CC=CC=2)=CC=1. The product is [Cl:8][C:7]1[C:2]([C:12]2[CH:13]=[C:14]([S:16][CH3:17])[N:15]=[C:10]([CH3:9])[N:11]=2)=[N:3][CH:4]=[CH:5][N:6]=1. The yield is 0.210. (10) The reactants are [Br:1][C:2]1[CH:7]=[CH:6][C:5]([NH:8][C:9]2[CH:16]=[CH:15][C:12]([C:13]#[N:14])=[CH:11][CH:10]=2)=[CH:4][C:3]=1[CH3:17].[C:18](O[C:18]([O:20][C:21]([CH3:24])([CH3:23])[CH3:22])=[O:19])([O:20][C:21]([CH3:24])([CH3:23])[CH3:22])=[O:19]. The catalyst is O1CCCC1. The product is [Br:1][C:2]1[CH:7]=[CH:6][C:5]([N:8]([C:9]2[CH:16]=[CH:15][C:12]([C:13]#[N:14])=[CH:11][CH:10]=2)[C:18](=[O:19])[O:20][C:21]([CH3:24])([CH3:23])[CH3:22])=[CH:4][C:3]=1[CH3:17]. The yield is 0.940.